From a dataset of HIV replication inhibition screening data with 41,000+ compounds from the AIDS Antiviral Screen. Binary Classification. Given a drug SMILES string, predict its activity (active/inactive) in a high-throughput screening assay against a specified biological target. The molecule is CC1=[O+][Mn]23([O+]=C(C)C1)([O+]=C(C)CC(C)=[O+]2)[O+]=C(C)CC(C)=[O+]3. The result is 0 (inactive).